This data is from Catalyst prediction with 721,799 reactions and 888 catalyst types from USPTO. The task is: Predict which catalyst facilitates the given reaction. Reactant: [CH3:1][N:2]1[C:10](=[O:11])[C:9]2[C:4](=[CH:5][CH:6]=[CH:7][CH:8]=2)[CH:3]1[C:12]([O:14][CH2:15][CH3:16])=[O:13].[CH2:17]=[O:18].C1CCN2C(=NCCC2)CC1. Product: [OH:18][CH2:17][C:3]1([C:12]([O:14][CH2:15][CH3:16])=[O:13])[C:4]2[C:9](=[CH:8][CH:7]=[CH:6][CH:5]=2)[C:10](=[O:11])[N:2]1[CH3:1]. The catalyst class is: 12.